This data is from Forward reaction prediction with 1.9M reactions from USPTO patents (1976-2016). The task is: Predict the product of the given reaction. (1) Given the reactants C(O[C:9]([N:11]1[CH2:16][CH2:15][N:14]([C:17]([O:19][CH2:20][C:21]2[CH:26]=[CH:25][CH:24]=[CH:23][CH:22]=2)=[O:18])[CH2:13][CH:12]1[C:27]([OH:29])=O)=[O:10])C1C=CC=CC=1.B.C1COCC1.C([O-])([O-])=O.[K+].[K+], predict the reaction product. The product is: [O:10]=[C:9]1[N:11]2[CH2:16][CH2:15][N:14]([C:17]([O:19][CH2:20][C:21]3[CH:22]=[CH:23][CH:24]=[CH:25][CH:26]=3)=[O:18])[CH2:13][CH:12]2[CH2:27][O:29]1. (2) Given the reactants [CH3:1][N:2]1[C:6]([C:7]2[S:8][CH:9]=[C:10]([C:12]([OH:14])=O)[N:11]=2)=[CH:5][CH:4]=[N:3]1.[NH2:15][C@@H:16]([CH2:29][C:30]1[CH:35]=[CH:34][CH:33]=[C:32]([F:36])[CH:31]=1)[CH2:17][N:18]1[C:26](=[O:27])[C:25]2[C:20](=[CH:21][CH:22]=[CH:23][CH:24]=2)[C:19]1=[O:28].C(N(CC)C(C)C)(C)C.F[P-](F)(F)(F)(F)F.Br[P+](N1CCCC1)(N1CCCC1)N1CCCC1, predict the reaction product. The product is: [O:28]=[C:19]1[C:20]2[C:25](=[CH:24][CH:23]=[CH:22][CH:21]=2)[C:26](=[O:27])[N:18]1[CH2:17][C@@H:16]([NH:15][C:12]([C:10]1[N:11]=[C:7]([C:6]2[N:2]([CH3:1])[N:3]=[CH:4][CH:5]=2)[S:8][CH:9]=1)=[O:14])[CH2:29][C:30]1[CH:35]=[CH:34][CH:33]=[C:32]([F:36])[CH:31]=1.